From a dataset of Catalyst prediction with 721,799 reactions and 888 catalyst types from USPTO. Predict which catalyst facilitates the given reaction. (1) Reactant: [NH2:1][C@H:2]([C:4]1[N:5]([C:21]2[CH:26]=[CH:25][CH:24]=[CH:23][CH:22]=2)[C:6](=[O:20])[C:7]2[C:12]([CH:13]=1)=[CH:11][CH:10]=[CH:9][C:8]=2[C:14]1[CH:15]=[N:16][N:17]([CH3:19])[CH:18]=1)[CH3:3].[Cl:27][C:28]1[N:33]=[C:32](Cl)[C:31]([I:35])=[CH:30][N:29]=1.CCN(C(C)C)C(C)C. Product: [Cl:27][C:28]1[N:33]=[C:32]([NH:1][C@H:2]([C:4]2[N:5]([C:21]3[CH:22]=[CH:23][CH:24]=[CH:25][CH:26]=3)[C:6](=[O:20])[C:7]3[C:12]([CH:13]=2)=[CH:11][CH:10]=[CH:9][C:8]=3[C:14]2[CH:15]=[N:16][N:17]([CH3:19])[CH:18]=2)[CH3:3])[C:31]([I:35])=[CH:30][N:29]=1. The catalyst class is: 51. (2) Product: [Cl:8][CH:9]([CH3:37])[CH:10]([NH:22][C:23]([CH:25]1[CH2:31][CH2:30][CH:29]([CH2:32][CH2:33][CH2:34][C:35]#[N:36])[CH2:28][CH2:27][N:26]1[CH2:48][C:49]1[O:50][C:51](=[O:55])[O:52][C:53]=1[CH3:54])=[O:24])[CH:11]1[CH:16]([OH:17])[CH:15]([OH:18])[CH:14]([OH:19])[CH:13]([S:20][CH3:21])[O:12]1. The catalyst class is: 31. Reactant: N1C=CC=CC=C1.[Cl:8][CH:9]([CH3:37])[CH:10]([NH:22][C:23]([CH:25]1[CH2:31][CH2:30][CH:29]([CH2:32][CH2:33][CH2:34][C:35]#[N:36])[CH2:28][CH2:27][NH:26]1)=[O:24])[CH:11]1[CH:16]([OH:17])[CH:15]([OH:18])[CH:14]([OH:19])[CH:13]([S:20][CH3:21])[O:12]1.CCN(C(C)C)C(C)C.Br[CH2:48][C:49]1[O:50][C:51](=[O:55])[O:52][C:53]=1[CH3:54]. (3) Reactant: Br[CH2:2][C:3]1[CH:4]=[C:5]([C:9]2[CH:10]=[C:11]([C:21]([NH:23][CH2:24][C:25]3[C:26](=[O:33])[NH:27][C:28]([CH3:32])=[CH:29][C:30]=3[CH3:31])=[O:22])[C:12]3[CH:17]=[N:16][N:15]([CH:18]([CH3:20])[CH3:19])[C:13]=3[N:14]=2)[CH:6]=[CH:7][CH:8]=1.[CH3:34][N:35]([CH3:41])[CH2:36][CH2:37][CH2:38][NH:39][CH3:40]. Product: [CH3:31][C:30]1[CH:29]=[C:28]([CH3:32])[NH:27][C:26](=[O:33])[C:25]=1[CH2:24][NH:23][C:21]([C:11]1[C:12]2[CH:17]=[N:16][N:15]([CH:18]([CH3:19])[CH3:20])[C:13]=2[N:14]=[C:9]([C:5]2[CH:6]=[CH:7][CH:8]=[C:3]([CH2:2][N:39]([CH2:38][CH2:37][CH2:36][N:35]([CH3:41])[CH3:34])[CH3:40])[CH:4]=2)[CH:10]=1)=[O:22]. The catalyst class is: 3. (4) Reactant: [CH3:1][O:2][C:3]1[CH:8]=[C:7]([O:9][CH3:10])[CH:6]=[C:5]([CH3:11])[C:4]=1[C:12]1[N:17]2[N:18]=[C:19]([O:29][CH3:30])[C:20]([NH:21][C:22](=[O:28])[O:23][C:24]([CH3:27])([CH3:26])[CH3:25])=[C:16]2[CH:15]=[CH:14][CH:13]=1.[H-].[Na+].[O:33]1[CH2:37][CH2:36][CH2:35][CH:34]1[CH2:38]Cl.O. Product: [CH3:1][O:2][C:3]1[CH:8]=[C:7]([O:9][CH3:10])[CH:6]=[C:5]([CH3:11])[C:4]=1[C:12]1[N:17]2[N:18]=[C:19]([O:29][CH3:30])[C:20]([N:21]([CH2:38][CH:34]3[CH2:35][CH2:36][CH2:37][O:33]3)[C:22](=[O:28])[O:23][C:24]([CH3:27])([CH3:25])[CH3:26])=[C:16]2[CH:15]=[CH:14][CH:13]=1. The catalyst class is: 42. (5) Reactant: [Br:1][C:2]1[CH:7]=[C:6]([O:8][CH3:9])[CH:5]=[C:4]([Br:10])[C:3]=1[CH2:11][CH2:12][C:13]([OH:15])=O.Cl.CN(C)CCCN=C=NCC.[NH2:28][C:29]1[CH:30]=[C:31]([CH:36]=[CH:37][C:38]=1[CH3:39])[C:32]([O:34][CH3:35])=[O:33]. Product: [CH3:35][O:34][C:32]([C:31]1[CH:30]=[C:29]([NH:28][C:13](=[O:15])[CH2:12][CH2:11][C:3]2[C:4]([Br:10])=[CH:5][C:6]([O:8][CH3:9])=[CH:7][C:2]=2[Br:1])[C:38]([CH3:39])=[CH:37][CH:36]=1)=[O:33]. The catalyst class is: 79.